From a dataset of Reaction yield outcomes from USPTO patents with 853,638 reactions. Predict the reaction yield, written as a fraction of the theoretical maximum amount of product (1.0 means a 100% yield; for example, 0.34 means a 34% yield). (1) The reactants are CC(OI1(OC(C)=O)(OC(C)=O)[O:14][C:12](=O)[C:11]2[CH:10]=[CH:9][CH:8]=[CH:7][C:6]1=2)=O. The catalyst is O. The product is [CH2:7]([C:6]1[O:14][C:12]([C:11]2[CH:6]=[CH:7][CH:8]=[CH:9][CH:10]=2)=[CH:10][C:11]=1[CH:12]=[O:14])[CH3:8]. The yield is 0.830. (2) The reactants are [CH3:1][O:2][C:3]1[CH:24]=[CH:23][C:6]([CH2:7][N:8]2[C:13]3[S:14][CH:15]=[C:16]([CH:17]=O)[C:12]=3[C:11]3=[N:19][CH:20]=[N:21][N:10]3[C:9]2=[O:22])=[CH:5][CH:4]=1.[CH3:25][C@@H:26]1[O:31][C@H:30]([CH3:32])[CH2:29][NH:28][CH2:27]1.C([BH3-])#N.[Na+]. The catalyst is CN(C=O)C. The product is [CH3:25][C@H:26]1[CH2:27][N:28]([CH2:17][C:16]2[C:12]3[C:11]4[N:10]([N:21]=[CH:20][N:19]=4)[C:9](=[O:22])[N:8]([CH2:7][C:6]4[CH:5]=[CH:4][C:3]([O:2][CH3:1])=[CH:24][CH:23]=4)[C:13]=3[S:14][CH:15]=2)[CH2:29][C@@H:30]([CH3:32])[O:31]1. The yield is 0.470. (3) The reactants are [Cl:1][C:2]1[C:16]([N:17]2[CH2:21][CH2:20][CH2:19][CH2:18]2)=[CH:15][C:5]2[N:6]([CH2:9][O:10][CH2:11][CH2:12][O:13][CH3:14])[CH:7]=[N:8][C:4]=2[CH:3]=1.C([N-]C(C)C)(C)C.[Li+].[Cl:30]N1C(=O)CCC1=O.[NH4+].[Cl-]. The catalyst is C1COCC1. The product is [Cl:30][C:7]1[N:6]([CH2:9][O:10][CH2:11][CH2:12][O:13][CH3:14])[C:5]2[CH:15]=[C:16]([N:17]3[CH2:21][CH2:20][CH2:19][CH2:18]3)[C:2]([Cl:1])=[CH:3][C:4]=2[N:8]=1. The yield is 0.710. (4) The reactants are [Br:1][C:2]1[CH:3]=[C:4]([CH:12]2[C:21]3[C:16](=[C:17]4[CH:24]=[CH:23][N:22]([CH3:25])[C:18]4=[CH:19][CH:20]=3)[O:15][CH:14]([OH:26])[CH2:13]2)[CH:5]=[C:6]([O:10][CH3:11])[C:7]=1[O:8][CH3:9].N1C=CC=CC=1.[C:33](OC(=O)C)(=[O:35])[CH3:34]. The catalyst is ClCCl.CN(C)C1C=CN=CC=1. The product is [C:33]([O:26][CH:14]1[CH2:13][CH:12]([C:4]2[CH:5]=[C:6]([O:10][CH3:11])[C:7]([O:8][CH3:9])=[C:2]([Br:1])[CH:3]=2)[C:21]2[C:16](=[C:17]3[CH:24]=[CH:23][N:22]([CH3:25])[C:18]3=[CH:19][CH:20]=2)[O:15]1)(=[O:35])[CH3:34]. The yield is 0.900. (5) The reactants are Br[C:2]1[CH:3]=[C:4]([CH2:9][NH:10][C:11]([C:13]2[CH:18]=[C:17]([CH3:19])[CH:16]=[C:15]([C:20]([NH:22][CH2:23][C:24]3[C:25]([NH:37][CH:38]4[CH2:43][CH2:42][O:41][CH2:40][CH2:39]4)=[C:26]4[CH:34]=[N:33][N:32]([CH2:35][CH3:36])[C:27]4=[N:28][C:29]=3[CH2:30][CH3:31])=[O:21])[CH:14]=2)=[O:12])[CH:5]=[CH:6][C:7]=1[Cl:8].[CH:44]([C:46]1[CH:47]=[C:48](B(O)O)[CH:49]=[CH:50][CH:51]=1)=[O:45].C(=O)([O-])[O-].[K+].[K+]. The catalyst is O1CCOCC1.O.C(Cl)Cl.C1C=CC([P]([Pd]([P](C2C=CC=CC=2)(C2C=CC=CC=2)C2C=CC=CC=2)([P](C2C=CC=CC=2)(C2C=CC=CC=2)C2C=CC=CC=2)[P](C2C=CC=CC=2)(C2C=CC=CC=2)C2C=CC=CC=2)(C2C=CC=CC=2)C2C=CC=CC=2)=CC=1. The product is [Cl:8][C:7]1[C:2]([C:50]2[CH:49]=[CH:48][CH:47]=[C:46]([CH:44]=[O:45])[CH:51]=2)=[CH:3][C:4]([CH2:9][NH:10][C:11]([C:13]2[CH:18]=[C:17]([CH3:19])[CH:16]=[C:15]([C:20]([NH:22][CH2:23][C:24]3[C:25]([NH:37][CH:38]4[CH2:43][CH2:42][O:41][CH2:40][CH2:39]4)=[C:26]4[CH:34]=[N:33][N:32]([CH2:35][CH3:36])[C:27]4=[N:28][C:29]=3[CH2:30][CH3:31])=[O:21])[CH:14]=2)=[O:12])=[CH:5][CH:6]=1. The yield is 0.584. (6) The reactants are [CH2:1]([O:3][C:4](=[O:12])[C:5]1[CH:10]=[CH:9][C:8]([NH2:11])=[CH:7][CH:6]=1)[CH3:2].[N+:13]([C:16]1[CH:23]=[CH:22][CH:21]=[CH:20][C:17]=1[CH:18]=O)([O-:15])=[O:14]. The catalyst is C(O)C. The product is [N+:13]([C:16]1[CH:23]=[CH:22][CH:21]=[CH:20][C:17]=1[CH:18]=[N:11][C:8]1[CH:9]=[CH:10][C:5]([C:4]([O:3][CH2:1][CH3:2])=[O:12])=[CH:6][CH:7]=1)([O-:15])=[O:14]. The yield is 0.864. (7) The reactants are [CH:1]1([CH:4]([C:18]2[CH:23]=[CH:22][CH:21]=[CH:20][N:19]=2)[NH:5][C:6]([C:8]2[CH:9]=[C:10]3[C:14](=[CH:15][CH:16]=2)[NH:13][N:12]=[C:11]3I)=[O:7])[CH2:3][CH2:2]1.[O:24]1[CH2:27][CH:26]([N:28]2[CH2:31][CH:30]([O:32][C:33]3[CH:38]=[CH:37][C:36](B4OC(C)(C)C(C)(C)O4)=[CH:35][CH:34]=3)[CH2:29]2)[CH2:25]1.C([O-])([O-])=O.[Na+].[Na+]. The product is [CH:1]1([CH:4]([C:18]2[CH:23]=[CH:22][CH:21]=[CH:20][N:19]=2)[NH:5][C:6]([C:8]2[CH:9]=[C:10]3[C:14](=[CH:15][CH:16]=2)[NH:13][N:12]=[C:11]3[C:36]2[CH:37]=[CH:38][C:33]([O:32][CH:30]3[CH2:31][N:28]([CH:26]4[CH2:27][O:24][CH2:25]4)[CH2:29]3)=[CH:34][CH:35]=2)=[O:7])[CH2:3][CH2:2]1. The yield is 0.160. The catalyst is CCO.C1C=CC([P]([Pd]([P](C2C=CC=CC=2)(C2C=CC=CC=2)C2C=CC=CC=2)([P](C2C=CC=CC=2)(C2C=CC=CC=2)C2C=CC=CC=2)[P](C2C=CC=CC=2)(C2C=CC=CC=2)C2C=CC=CC=2)(C2C=CC=CC=2)C2C=CC=CC=2)=CC=1.